Dataset: Reaction yield outcomes from USPTO patents with 853,638 reactions. Task: Predict the reaction yield, written as a fraction of the theoretical maximum amount of product (1.0 means a 100% yield; for example, 0.34 means a 34% yield). (1) The catalyst is C(OCC)(=O)C.[C-]#N.[Zn+2].[C-]#N.[Zn]. The product is [C:12]([C:2]1[CH:7]=[CH:6][C:5]([Cl:8])=[CH:4][N:3]=1)#[N:13]. The yield is 0.530. The reactants are Cl[C:2]1[CH:7]=[CH:6][C:5]([Cl:8])=[CH:4][N:3]=1.ClCCl.[CH3:12][N:13](C)C=O. (2) The reactants are [Br:1][C:2]1[C:3]([F:12])=[C:4]2[C:10]([NH2:11])=[CH:9][NH:8][C:5]2=[N:6][CH:7]=1.[CH:13]1([CH2:16][C:17](O)=[O:18])[CH2:15][CH2:14]1.C(N(CC)CC)C.C1N(P(Cl)(N2C(=O)OCC2)=O)C(=O)OC1.O[Li].O. The catalyst is C(Cl)Cl. The product is [Br:1][C:2]1[C:3]([F:12])=[C:4]2[C:10]([NH:11][C:17](=[O:18])[CH2:16][CH:13]3[CH2:15][CH2:14]3)=[CH:9][NH:8][C:5]2=[N:6][CH:7]=1. The yield is 0.750. (3) The reactants are [NH:1]1[C:5]2=[N:6][CH:7]=[CH:8][CH:9]=[C:4]2[CH:3]=[CH:2]1.Cl.[CH3:11][NH:12][CH3:13].[CH2:14]=O.O.Cl. The catalyst is C(O)(C)C. The product is [CH3:11][N:12]([CH3:14])[CH2:13][C:3]1[C:4]2[C:5](=[N:6][CH:7]=[CH:8][CH:9]=2)[NH:1][CH:2]=1. The yield is 0.674.